From a dataset of Blood-brain barrier permeability classification from the B3DB database. Regression/Classification. Given a drug SMILES string, predict its absorption, distribution, metabolism, or excretion properties. Task type varies by dataset: regression for continuous measurements (e.g., permeability, clearance, half-life) or binary classification for categorical outcomes (e.g., BBB penetration, CYP inhibition). Dataset: b3db_classification. (1) The compound is CC(=O)OCC1=CO[C@@H](OC(=O)CC(C)C)[C@H]2C1=C[C@H](OC(=O)CC(C)(C)OC(C)=O)C21CO1. The result is 1 (penetrates BBB). (2) The compound is CCN(CC)CC#CCOC(=O)[C@](O)(c1ccccc1)C1CCCCC1. The result is 1 (penetrates BBB).